Dataset: NCI-60 drug combinations with 297,098 pairs across 59 cell lines. Task: Regression. Given two drug SMILES strings and cell line genomic features, predict the synergy score measuring deviation from expected non-interaction effect. (1) Drug 1: CC(C1=C(C=CC(=C1Cl)F)Cl)OC2=C(N=CC(=C2)C3=CN(N=C3)C4CCNCC4)N. Drug 2: CN1CCC(CC1)COC2=C(C=C3C(=C2)N=CN=C3NC4=C(C=C(C=C4)Br)F)OC. Cell line: HS 578T. Synergy scores: CSS=1.23, Synergy_ZIP=5.98, Synergy_Bliss=13.0, Synergy_Loewe=3.01, Synergy_HSA=5.38. (2) Drug 1: CC12CCC3C(C1CCC2=O)CC(=C)C4=CC(=O)C=CC34C. Drug 2: C1=NC2=C(N1)C(=S)N=CN2. Cell line: SNB-75. Synergy scores: CSS=19.5, Synergy_ZIP=-14.7, Synergy_Bliss=-17.0, Synergy_Loewe=-26.2, Synergy_HSA=-12.8. (3) Drug 1: CC12CCC3C(C1CCC2=O)CC(=C)C4=CC(=O)C=CC34C. Drug 2: CC12CCC3C(C1CCC2OP(=O)(O)O)CCC4=C3C=CC(=C4)OC(=O)N(CCCl)CCCl.[Na+]. Cell line: HS 578T. Synergy scores: CSS=4.85, Synergy_ZIP=-13.8, Synergy_Bliss=-28.2, Synergy_Loewe=-37.6, Synergy_HSA=-28.9.